The task is: Predict the product of the given reaction.. This data is from Forward reaction prediction with 1.9M reactions from USPTO patents (1976-2016). (1) Given the reactants [CH3:1][CH:2]1[CH:7]=[C:6]([CH3:8])[CH2:5][CH2:4][C:3]1([C:12](=[O:16])[CH2:13][CH:14]=[CH2:15])[C:9]([CH3:11])=[CH2:10].CC1C=C(C)CCC1(C(C)=C)C=O, predict the reaction product. The product is: [CH3:1][CH:2]1[CH:7]=[C:6]([CH3:8])[CH2:5][CH2:4][C:3]1([C:12](=[O:16])[CH:13]=[CH:14][CH3:15])[C:9]([CH3:11])=[CH2:10]. (2) The product is: [NH2:29][C:25]1[CH:24]=[C:23]([CH:28]=[CH:27][CH:26]=1)[C:22]([NH:21][CH2:20][C@H:17]1[CH2:18][CH2:19][C@@H:14]([NH:13][C:5]2[N:4]=[C:3]([N:2]([CH3:33])[CH3:1])[C:12]3[C:7](=[CH:8][CH:9]=[CH:10][CH:11]=3)[N:6]=2)[CH2:15][CH2:16]1)=[O:32]. Given the reactants [CH3:1][N:2]([CH3:33])[C:3]1[C:12]2[C:7](=[CH:8][CH:9]=[CH:10][CH:11]=2)[N:6]=[C:5]([NH:13][C@@H:14]2[CH2:19][CH2:18][C@H:17]([CH2:20][NH:21][C:22](=[O:32])[C:23]3[CH:28]=[CH:27][CH:26]=[C:25]([N+:29]([O-])=O)[CH:24]=3)[CH2:16][CH2:15]2)[N:4]=1, predict the reaction product. (3) Given the reactants Br[C:2]1[CH:7]=[CH:6][C:5]([C:8]([N:10]2[CH2:15][CH2:14][N:13]([C:16]3[CH:21]=[CH:20][C:19]([CH:22]4[CH2:24][CH2:23]4)=[CH:18][N:17]=3)[CH2:12][CH2:11]2)=[O:9])=[C:4]([F:25])[CH:3]=1.[O:26]1[CH2:30][CH:29]=[N:28][C:27]1=[O:31], predict the reaction product. The product is: [CH:22]1([C:19]2[CH:20]=[CH:21][C:16]([N:13]3[CH2:14][CH2:15][N:10]([C:8]([C:5]4[CH:6]=[CH:7][C:2]([N:28]5[CH2:29][CH2:30][O:26][C:27]5=[O:31])=[CH:3][C:4]=4[F:25])=[O:9])[CH2:11][CH2:12]3)=[N:17][CH:18]=2)[CH2:24][CH2:23]1. (4) Given the reactants [Br:1][C:2]1[CH:7]=[CH:6][C:5]([NH:8][C:9]2[CH:14]=[CH:13][C:12]([C:15]([C:17]3[CH:22]=[CH:21][CH:20]=[CH:19][C:18]=3[CH3:23])=[O:16])=[C:11]([Cl:24])[CH:10]=2)=[C:4]([CH2:25][O:26][CH2:27][CH2:28]O)[CH:3]=1.[C:30]([O:33][C@H:34]1[C@@H:39]([O:40][C:41](=[O:43])[CH3:42])[C:38](=[O:44])[NH:37][C:35]1=[O:36])(=[O:32])[CH3:31], predict the reaction product. The product is: [Br:1][C:2]1[CH:7]=[CH:6][C:5]([NH:8][C:9]2[CH:14]=[CH:13][C:12]([C:15]([C:17]3[CH:22]=[CH:21][CH:20]=[CH:19][C:18]=3[CH3:23])=[O:16])=[C:11]([Cl:24])[CH:10]=2)=[C:4]([CH:3]=1)[CH2:25][O:26][CH2:27][CH2:28][N:37]1[C:38](=[O:44])[C@H:39]([O:40][C:41](=[O:43])[CH3:42])[C@H:34]([O:33][C:30](=[O:32])[CH3:31])[C:35]1=[O:36]. (5) Given the reactants [NH2:1][C:2]1[N:7]=[CH:6][N:5]=[C:4]2[N:8]([CH:13]3[CH2:17][CH2:16][N:15]([C:18]4[CH:19]=[N:20][N:21]([C:26]5[CH:31]=[CH:30][C:29]([F:32])=[CH:28][CH:27]=5)[C:22]=4[CH:23]([CH3:25])[CH3:24])[C:14]3=[O:33])[N:9]=[C:10]([C:11]#[N:12])[C:3]=12.CCO.[CH2:37](N)[CH2:38][NH2:39], predict the reaction product. The product is: [NH2:1][C:2]1[N:7]=[CH:6][N:5]=[C:4]2[N:8]([CH:13]3[CH2:17][CH2:16][N:15]([C:18]4[CH:19]=[N:20][N:21]([C:26]5[CH:27]=[CH:28][C:29]([F:32])=[CH:30][CH:31]=5)[C:22]=4[CH:23]([CH3:24])[CH3:25])[C:14]3=[O:33])[N:9]=[C:10]([C:11]3[NH:39][CH2:38][CH2:37][N:12]=3)[C:3]=12. (6) Given the reactants Cl[C:2]1[N:7]=[CH:6][N:5]=[C:4]([N:8]([CH3:32])[C:9]([N:11]([C:20]2[C:25]([Cl:26])=[C:24]([O:27][CH3:28])[CH:23]=[C:22]([O:29][CH3:30])[C:21]=2[Cl:31])[CH2:12][O:13][CH2:14][CH2:15][Si:16]([CH3:19])([CH3:18])[CH3:17])=[O:10])[CH:3]=1.[CH3:33][N:34]([CH2:36][C:37]1[CH:42]=[CH:41][C:40]([NH2:43])=[C:39]([N+:44]([O-:46])=[O:45])[CH:38]=1)[CH3:35].C([O-])([O-])=O.[Cs+].[Cs+].CC1(C)C2C(=C(P(C3C=CC=CC=3)C3C=CC=CC=3)C=CC=2)OC2C(P(C3C=CC=CC=3)C3C=CC=CC=3)=CC=CC1=2, predict the reaction product. The product is: [Cl:26][C:25]1[C:24]([O:27][CH3:28])=[CH:23][C:22]([O:29][CH3:30])=[C:21]([Cl:31])[C:20]=1[N:11]([CH2:12][O:13][CH2:14][CH2:15][Si:16]([CH3:18])([CH3:19])[CH3:17])[C:9]([N:8]([C:4]1[CH:3]=[C:2]([NH:43][C:40]2[CH:41]=[CH:42][C:37]([CH2:36][N:34]([CH3:35])[CH3:33])=[CH:38][C:39]=2[N+:44]([O-:46])=[O:45])[N:7]=[CH:6][N:5]=1)[CH3:32])=[O:10]. (7) Given the reactants OO.[CH3:3][O:4][CH2:5][CH2:6][N:7]([CH3:26])[CH2:8][CH2:9][CH2:10][NH:11][C:12]1[N:13]=[N+:14]([O-:25])[C:15]2[CH:24]=[C:23]3[C:19]([CH2:20][CH2:21][CH2:22]3)=[CH:18][C:16]=2[N:17]=1.C(O)(C(F)(F)F)=[O:28].N, predict the reaction product. The product is: [O-:25][N+:14]1[C:15]2[CH:24]=[C:23]3[C:19](=[CH:18][C:16]=2[N+:17]([O-:28])=[C:12]([NH:11][CH2:10][CH2:9][CH2:8][N:7]([CH2:6][CH2:5][O:4][CH3:3])[CH3:26])[N:13]=1)[CH2:20][CH2:21][CH2:22]3.